From a dataset of Catalyst prediction with 721,799 reactions and 888 catalyst types from USPTO. Predict which catalyst facilitates the given reaction. (1) Reactant: [CH2:1]([O:3][C:4](=[O:38])[CH:5]([N:7]1[C:12]2[CH:13]=[C:14]([O:18][C:19]3([CH3:36])[CH2:22][N:21](C(C4C=CC=CC=4)C4C=CC=CC=4)[CH2:20]3)[C:15]([F:17])=[CH:16][C:11]=2[O:10][CH2:9][C:8]1=[O:37])[CH3:6])[CH3:2]. Product: [CH2:1]([O:3][C:4](=[O:38])[CH:5]([N:7]1[C:12]2[CH:13]=[C:14]([O:18][C:19]3([CH3:36])[CH2:20][NH:21][CH2:22]3)[C:15]([F:17])=[CH:16][C:11]=2[O:10][CH2:9][C:8]1=[O:37])[CH3:6])[CH3:2]. The catalyst class is: 320. (2) Reactant: [NH2:1][C@H:2]1[CH2:7][CH2:6][N:5]([C:8]([O:10][C:11]([CH3:14])([CH3:13])[CH3:12])=[O:9])[CH2:4][C@H:3]1[O:15][CH3:16].C(=O)([O-])[O-].[Na+].[Na+].Cl[C:24]([O:26][CH2:27][C:28]1[CH:33]=[CH:32][CH:31]=[CH:30][CH:29]=1)=[O:25].C(OCC)(=O)C. Product: [CH2:27]([O:26][C:24]([NH:1][C@H:2]1[CH2:7][CH2:6][N:5]([C:8]([O:10][C:11]([CH3:12])([CH3:13])[CH3:14])=[O:9])[CH2:4][C@H:3]1[O:15][CH3:16])=[O:25])[C:28]1[CH:33]=[CH:32][CH:31]=[CH:30][CH:29]=1. The catalyst class is: 1. (3) Reactant: [F:1][C:2]1[C:12]([O:13][CH3:14])=[CH:11][CH:10]=[C:9]([O:15][CH3:16])[C:3]=1[C:4]([O:6]CC)=[O:5].[OH-].[Li+]. Product: [F:1][C:2]1[C:12]([O:13][CH3:14])=[CH:11][CH:10]=[C:9]([O:15][CH3:16])[C:3]=1[C:4]([OH:6])=[O:5]. The catalyst class is: 24. (4) Reactant: [Cl:1][C:2]1[CH:7]=[CH:6][C:5]([C@H:8]([CH3:25])[C:9](C(OCC)=O)(C(OCC)=O)[C:10]([O:12]CC)=[O:11])=[CH:4][CH:3]=1.[OH-].[Na+]. Product: [Cl:1][C:2]1[CH:3]=[CH:4][C:5]([C@H:8]([CH3:25])[CH2:9][C:10]([OH:12])=[O:11])=[CH:6][CH:7]=1. The catalyst class is: 5. (5) Reactant: [C:1]([O:5][C:6]([N:8]1[CH2:13][CH2:12][C@H:11]([OH:14])[CH2:10][C@@H:9]1[C:15]([NH:17][C@H:18]([C:20]1[CH:29]=[CH:28][C:23]([C:24]([O:26][CH3:27])=[O:25])=[CH:22][CH:21]=1)[CH3:19])=[O:16])=[O:7])([CH3:4])([CH3:3])[CH3:2].I[CH3:31].[H-].[Na+].[NH4+].[Cl-]. Product: [C:1]([O:5][C:6]([N:8]1[CH2:13][CH2:12][C@H:11]([O:14][CH3:31])[CH2:10][C@@H:9]1[C:15]([NH:17][C@H:18]([C:20]1[CH:21]=[CH:22][C:23]([C:24]([O:26][CH3:27])=[O:25])=[CH:28][CH:29]=1)[CH3:19])=[O:16])=[O:7])([CH3:2])([CH3:4])[CH3:3]. The catalyst class is: 1. (6) Reactant: Cl.[N:2]1([C:7](=[NH:9])[NH2:8])[CH:6]=[CH:5][CH:4]=[N:3]1.OC1C(NC(=O)C(C2C=CC=CC=2)C2C=CC=CC=2)=CN=C(N2C=CC=N2)N=1.C[O-].[Na+].C([O:43][CH:44]=[C:45]([C:51](OCC)=O)[C:46]([O:48][CH2:49][CH3:50])=[O:47])C. Product: [OH:43][C:44]1[C:45]([C:46]([O:48][CH2:49][CH3:50])=[O:47])=[CH:51][N:8]=[C:7]([N:2]2[CH:6]=[CH:5][CH:4]=[N:3]2)[N:9]=1. The catalyst class is: 14. (7) Reactant: [CH2:1]([CH:4]1[CH2:9][CH2:8][N:7](C(OC(C)(C)C)=O)[CH2:6][CH2:5]1)[CH:2]=[CH2:3].[ClH:17]. Product: [ClH:17].[CH2:1]([CH:4]1[CH2:9][CH2:8][NH:7][CH2:6][CH2:5]1)[CH:2]=[CH2:3]. The catalyst class is: 12.